This data is from Reaction yield outcomes from USPTO patents with 853,638 reactions. The task is: Predict the reaction yield, written as a fraction of the theoretical maximum amount of product (1.0 means a 100% yield; for example, 0.34 means a 34% yield). (1) The reactants are [Cl:1][C:2]1[N:7]=[C:6]([C:8]([O:10]C)=O)[CH:5]=[C:4](N[C@@H](C)C(OC)=O)[N:3]=1.CO.[NH3:21]. No catalyst specified. The product is [Cl:1][C:2]1[N:7]=[C:6]([C:8]([NH2:21])=[O:10])[CH:5]=[CH:4][N:3]=1. The yield is 0.890. (2) The reactants are N12CCCN=C1CCCCC2.[Br:12][CH:13]1[CH:17](Br)[O:16][C:15]([C:23]2[CH:28]=[C:27]([Cl:29])[CH:26]=[C:25]([Cl:30])[CH:24]=2)([C:19]([F:22])([F:21])[F:20])[CH2:14]1. The catalyst is CN(C)C=O. The product is [Br:12][C:13]1[CH2:14][C:15]([C:23]2[CH:28]=[C:27]([Cl:29])[CH:26]=[C:25]([Cl:30])[CH:24]=2)([C:19]([F:22])([F:20])[F:21])[O:16][CH:17]=1. The yield is 0.610.